Dataset: Full USPTO retrosynthesis dataset with 1.9M reactions from patents (1976-2016). Task: Predict the reactants needed to synthesize the given product. (1) Given the product [NH2:17][C@H:11]1[CH2:10][O:9][CH2:8][C@H:7]([CH2:25][C:26]2[CH:31]=[CH:30][C:29]([CH3:32])=[CH:28][CH:27]=2)[C@@H:6]([O:5][CH2:1][CH:2]([CH3:3])[CH3:4])[C@H:14]([CH3:15])[O:13][C:12]1=[O:16], predict the reactants needed to synthesize it. The reactants are: [CH2:1]([O:5][C@H:6]1[C@H:14]([CH3:15])[O:13][C:12](=[O:16])[C@@H:11]([NH:17]C(=O)OC(C)(C)C)[CH2:10][O:9][CH2:8][C@@H:7]1[CH2:25][C:26]1[CH:31]=[CH:30][C:29]([CH3:32])=[CH:28][CH:27]=1)[CH:2]([CH3:4])[CH3:3].Cl.O1CCOCC1. (2) Given the product [Cl:1][C:2]1[CH:7]=[CH:6][C:5]([I:8])=[CH:4][C:3]=1[CH2:9][C:11]1[CH:16]=[CH:15][C:14]([O:17][CH2:18][CH3:19])=[CH:13][CH:12]=1, predict the reactants needed to synthesize it. The reactants are: [Cl:1][C:2]1[CH:7]=[CH:6][C:5]([I:8])=[CH:4][C:3]=1[C:9]([C:11]1[CH:16]=[CH:15][C:14]([O:17][CH2:18][CH3:19])=[CH:13][CH:12]=1)=O.C(#N)C.C([SiH](CC)CC)C.C(=O)(O)[O-].[Na+]. (3) Given the product [OH:18][C:19]1[CH:26]=[CH:25][C:22]([CH:23]2[C:9]3[NH:10][C:11]4[C:16]([C:8]=3[CH2:7][CH:5]([C:4]([O:3][CH3:1])=[O:17])[NH:6]2)=[CH:15][CH:14]=[CH:13][CH:12]=4)=[CH:21][CH:20]=1, predict the reactants needed to synthesize it. The reactants are: [CH2:1]([O:3][C:4](=[O:17])[C@H:5]([CH2:7][C:8]1[C:16]2[C:11](=[CH:12][CH:13]=[CH:14][CH:15]=2)[NH:10][CH:9]=1)[NH2:6])C.[OH:18][C:19]1[CH:26]=[CH:25][C:22]([CH:23]=O)=[CH:21][CH:20]=1. (4) Given the product [CH2:1]([N:8]1[CH:16]=[C:15]2[C:10]([CH:11]=[C:12]([C:17]3[CH:18]=[C:19]([CH2:27][CH2:28][CH2:29][N:31]4[CH2:35][CH2:34][CH2:33][CH2:32]4)[N:20]4[C:25]=3[C:24]([NH2:26])=[N:23][CH:22]=[N:21]4)[CH:13]=[CH:14]2)=[N:9]1)[C:2]1[CH:7]=[CH:6][CH:5]=[CH:4][CH:3]=1, predict the reactants needed to synthesize it. The reactants are: [CH2:1]([N:8]1[CH:16]=[C:15]2[C:10]([CH:11]=[C:12]([C:17]3[CH:18]=[C:19]([CH2:27][CH2:28][CH2:29]Br)[N:20]4[C:25]=3[C:24]([NH2:26])=[N:23][CH:22]=[N:21]4)[CH:13]=[CH:14]2)=[N:9]1)[C:2]1[CH:7]=[CH:6][CH:5]=[CH:4][CH:3]=1.[NH:31]1[CH2:35][CH2:34][CH2:33][CH2:32]1.C(N(CC)CC)C.[I-].[Na+]. (5) Given the product [Br:14][C:15]1[CH:24]=[C:23]2[C:18]([CH:19]=[CH:20][C:21](=[O:25])[N:22]2[CH2:34][CH2:35][N:36]2[CH2:41][CH2:40][CH:39]([NH:42][C:43](=[O:44])[O:45][C:46]([CH3:49])([CH3:48])[CH3:47])[CH2:38][CH2:37]2)=[C:17]([F:26])[CH:16]=1, predict the reactants needed to synthesize it. The reactants are: BrC1C=C(F)C=C2C=1C=CC(=O)N2.[Br:14][C:15]1[CH:24]=[C:23]2[C:18]([CH:19]=[CH:20][C:21](=[O:25])[NH:22]2)=[C:17]([F:26])[CH:16]=1.[H-].[Na+].CS(O[CH2:34][CH2:35][N:36]1[CH2:41][CH2:40][CH:39]([NH:42][C:43]([O:45][C:46]([CH3:49])([CH3:48])[CH3:47])=[O:44])[CH2:38][CH2:37]1)(=O)=O.FC1C=C2C(N=CC(=O)N2CCN2CCC(NC(=O)OC(C)(C)C)CC2)=CC=1. (6) Given the product [Cl:1][C:2]1[CH:3]=[CH:4][C:5]([CH:8]2[C:9]3[C:10](=[N:11][N:12]([CH3:14])[CH:13]=3)[C:15](=[O:16])[N:18]2[C:19]2[CH:24]=[C:23]([CH3:25])[C:22](=[O:26])[N:21]([CH3:27])[CH:20]=2)=[CH:6][CH:7]=1, predict the reactants needed to synthesize it. The reactants are: [Cl:1][C:2]1[CH:7]=[CH:6][C:5]([CH:8]([NH:18][C:19]2[CH:24]=[C:23]([CH3:25])[C:22](=[O:26])[N:21]([CH3:27])[CH:20]=2)[C:9]2[C:10]([C:15](O)=[O:16])=[N:11][N:12]([CH3:14])[CH:13]=2)=[CH:4][CH:3]=1. (7) Given the product [CH:15]1([CH:14]([O:21][C:22]2[CH:23]=[CH:24][C:25]([C:36]3[CH:37]=[CH:38][C:33]([C:32]([F:43])([F:42])[F:31])=[CH:34][CH:35]=3)=[CH:26][CH:27]=2)[C:11]2[CH:12]=[CH:13][C:8]([C:7]([NH:6][CH2:5][CH2:4][C:3]([OH:2])=[O:30])=[O:29])=[CH:9][CH:10]=2)[CH2:20][CH2:19][CH2:18][CH2:17][CH2:16]1, predict the reactants needed to synthesize it. The reactants are: C[O:2][C:3](=[O:30])[CH2:4][CH2:5][NH:6][C:7](=[O:29])[C:8]1[CH:13]=[CH:12][C:11]([CH:14]([O:21][C:22]2[CH:27]=[CH:26][C:25](Br)=[CH:24][CH:23]=2)[CH:15]2[CH2:20][CH2:19][CH2:18][CH2:17][CH2:16]2)=[CH:10][CH:9]=1.[F:31][C:32]([F:43])([F:42])[C:33]1[CH:38]=[CH:37][C:36](B(O)O)=[CH:35][CH:34]=1.